From a dataset of Forward reaction prediction with 1.9M reactions from USPTO patents (1976-2016). Predict the product of the given reaction. (1) Given the reactants [CH2:1]([NH2:8])[C:2]1[CH:7]=[CH:6][CH:5]=[CH:4][CH:3]=1.C(N(CC)CC)C.[C:16](Cl)(=[O:19])[CH:17]=[CH2:18], predict the reaction product. The product is: [CH2:1]([NH:8][C:16](=[O:19])[CH:17]=[CH2:18])[C:2]1[CH:7]=[CH:6][CH:5]=[CH:4][CH:3]=1. (2) Given the reactants [CH3:1][S:2][C:3]1[CH:9]=[CH:8][C:6]([NH2:7])=[CH:5][CH:4]=1.[CH2:10]([O:12][C:13]1[CH:20]=[CH:19][C:16]([CH:17]=O)=[CH:15][CH:14]=1)[CH3:11].C(O[BH-](OC(=O)C)OC(=O)C)(=O)C.[Na+], predict the reaction product. The product is: [CH2:10]([O:12][C:13]1[CH:20]=[CH:19][C:16]([CH2:17][NH:7][C:6]2[CH:8]=[CH:9][C:3]([S:2][CH3:1])=[CH:4][CH:5]=2)=[CH:15][CH:14]=1)[CH3:11].